Dataset: Forward reaction prediction with 1.9M reactions from USPTO patents (1976-2016). Task: Predict the product of the given reaction. (1) Given the reactants [Cl:1][C:2]1[CH:18]=[CH:17][C:16]([Cl:19])=[CH:15][C:3]=1[O:4][C:5]1[N:9]([CH3:10])[N:8]=[C:7]([CH3:11])[C:6]=1[C:12]([OH:14])=O.C(Cl)(=O)C(Cl)=O.[CH:26]1([N:29]2[C:38]3[C:33](=[CH:34][CH:35]=[CH:36][CH:37]=3)[NH:32][CH2:31][CH2:30]2)[CH2:28][CH2:27]1.C(N(CC)CC)C, predict the reaction product. The product is: [CH:26]1([N:29]2[C:38]3[C:33](=[CH:34][CH:35]=[CH:36][CH:37]=3)[N:32]([C:12]([C:6]3[C:7]([CH3:11])=[N:8][N:9]([CH3:10])[C:5]=3[O:4][C:3]3[CH:15]=[C:16]([Cl:19])[CH:17]=[CH:18][C:2]=3[Cl:1])=[O:14])[CH2:31][CH2:30]2)[CH2:28][CH2:27]1. (2) Given the reactants [C:1]([O:8]CC)(=O)[CH2:2][CH2:3][C:4]([CH3:6])=O.[CH3:11][N:12]([CH3:16])[CH2:13][CH2:14][NH2:15], predict the reaction product. The product is: [CH3:6][CH:4]1[N:15]([CH2:14][CH2:13][N:12]([CH3:16])[CH3:11])[C:1](=[O:8])[CH2:2][CH2:3]1. (3) Given the reactants [ClH:1].[C:2]([C:4]1[CH:5]=[C:6]([C:14]2[O:18][N:17]=[C:16]([C:19]3[C:29]4[O:28][CH2:27][CH2:26][N:25](C(OC(C)(C)C)=O)[CH:24]([CH2:37][CH2:38][CH2:39][C:40]([OH:42])=[O:41])[C:23]=4[CH:22]=[CH:21][CH:20]=3)[N:15]=2)[CH:7]=[CH:8][C:9]=1[O:10][CH:11]([CH3:13])[CH3:12])#[N:3], predict the reaction product. The product is: [ClH:1].[C:2]([C:4]1[CH:5]=[C:6]([C:14]2[O:18][N:17]=[C:16]([C:19]3[C:29]4[O:28][CH2:27][CH2:26][NH:25][CH:24]([CH2:37][CH2:38][CH2:39][C:40]([OH:42])=[O:41])[C:23]=4[CH:22]=[CH:21][CH:20]=3)[N:15]=2)[CH:7]=[CH:8][C:9]=1[O:10][CH:11]([CH3:13])[CH3:12])#[N:3]. (4) Given the reactants [CH:1](NC(C)C)(C)C.C([Li])CCC.CN(P(N(C)C)(N(C)C)=O)C.[CH3:24][C:25]([S@@:28]([NH:30][C@@H:31]([CH:38]([CH3:40])[CH3:39])[C:32]#[C:33][Si:34]([CH3:37])([CH3:36])[CH3:35])=[O:29])([CH3:27])[CH3:26].IC, predict the reaction product. The product is: [CH3:1][N:30]([C@@H:31]([CH:38]([CH3:40])[CH3:39])[C:32]#[C:33][Si:34]([CH3:37])([CH3:35])[CH3:36])[S@:28]([C:25]([CH3:24])([CH3:26])[CH3:27])=[O:29]. (5) Given the reactants C([C:3]1([C:22]([O-])=[O:23])[NH:8][C:7]2[CH2:9][O:10][C:11]3([CH2:14][N:13]([C:15]([O:17][C:18]([CH3:21])([CH3:20])[CH3:19])=[O:16])[CH2:12]3)[C:6]=2[CH:5]=[CH:4]1)C.CC(C[AlH]CC(C)C)C.C1(C)C=CC=CC=1, predict the reaction product. The product is: [CH:22]([C:3]1[N:8]=[C:7]2[CH2:9][O:10][C:11]3([CH2:14][N:13]([C:15]([O:17][C:18]([CH3:21])([CH3:20])[CH3:19])=[O:16])[CH2:12]3)[C:6]2=[CH:5][CH:4]=1)=[O:23]. (6) Given the reactants C(O[C:4](=[O:9])[CH2:5][C:6]([CH3:8])=[O:7])C.[F:10][C:11]([F:20])([F:19])[C:12]1[CH:18]=[CH:17][C:15]([NH2:16])=[CH:14][CH:13]=1, predict the reaction product. The product is: [O:7]=[C:6]([CH3:8])[CH2:5][C:4]([NH:16][C:15]1[CH:17]=[CH:18][C:12]([C:11]([F:10])([F:19])[F:20])=[CH:13][CH:14]=1)=[O:9].